Dataset: hERG Central: cardiac toxicity at 1µM, 10µM, and general inhibition. Task: Predict hERG channel inhibition at various concentrations. (1) The molecule is Br.O=C(CN1C2=NCCN2c2ccccc21)c1ccc(Br)s1. Results: hERG_inhib (hERG inhibition (general)): blocker. (2) The compound is Cc1ccc(NC(=O)CSCC(=O)Nc2cc(Cl)ccc2N2CCN(C)CC2)cc1. Results: hERG_inhib (hERG inhibition (general)): blocker. (3) The drug is Cc1ccc2c(c1)c1nnc(SCC(=O)N3CCN(c4ccc(F)cc4)CC3)nc1n2CC(=O)O. Results: hERG_inhib (hERG inhibition (general)): blocker.